Dataset: Forward reaction prediction with 1.9M reactions from USPTO patents (1976-2016). Task: Predict the product of the given reaction. (1) Given the reactants [S:1]1[CH:5]=[CH:4][N:3]=[CH:2]1.[Li]CCCC.[Cl:11][C:12]1[N:13]=[C:14](Cl)[C:15]2[S:20][CH:19]=[CH:18][C:16]=2[N:17]=1, predict the reaction product. The product is: [Cl:11][C:12]1[N:13]=[C:14]([C:2]2[S:1][CH:5]=[CH:4][N:3]=2)[C:15]2[S:20][CH:19]=[CH:18][C:16]=2[N:17]=1. (2) Given the reactants [F:1][C:2]1[CH:7]=[CH:6][C:5]([C:8]2[O:9][C:10]3[CH:20]=[CH:19][C:18]([C:21]4[CH:26]=[C:25]([C:27](=[O:38])[NH:28][C:29]5([C:32]6[CH:37]=[CH:36][CH:35]=[CH:34][N:33]=6)[CH2:31][CH2:30]5)[C:24]([OH:39])=[CH:23][C:22]=4[CH3:40])=[CH:17][C:11]=3[C:12]=2[C:13]([NH:15][CH3:16])=[O:14])=[CH:4][CH:3]=1.[C:41]1(P(C2C=CC=CC=2)C2C=CC=CC=2)[CH:46]=CC=C[CH:42]=1.N(/C(OC(C)(C)C)=O)=N\C(OC(C)(C)C)=O.CC(O)C, predict the reaction product. The product is: [F:1][C:2]1[CH:7]=[CH:6][C:5]([C:8]2[O:9][C:10]3[CH:20]=[CH:19][C:18]([C:21]4[CH:26]=[C:25]([C:27](=[O:38])[NH:28][C:29]5([C:32]6[CH:37]=[CH:36][CH:35]=[CH:34][N:33]=6)[CH2:30][CH2:31]5)[C:24]([O:39][CH:41]([CH3:46])[CH3:42])=[CH:23][C:22]=4[CH3:40])=[CH:17][C:11]=3[C:12]=2[C:13]([NH:15][CH3:16])=[O:14])=[CH:4][CH:3]=1. (3) Given the reactants [CH:1]([N-]C(C)C)([CH3:3])[CH3:2].[Li+].[C:9]([O:13][C:14]([N:16]1[CH:20]([C:21]2[CH:26]=[CH:25][C:24]([C:27]#[N:28])=[CH:23][CH:22]=2)[CH2:19][CH2:18][C:17]1=[O:29])=[O:15])([CH3:12])([CH3:11])[CH3:10].C(I)C=C, predict the reaction product. The product is: [C:9]([O:13][C:14]([N:16]1[C@@H:20]([C:21]2[CH:22]=[CH:23][C:24]([C:27]#[N:28])=[CH:25][CH:26]=2)[CH2:19][C@H:18]([CH2:3][CH:1]=[CH2:2])[C:17]1=[O:29])=[O:15])([CH3:12])([CH3:10])[CH3:11]. (4) Given the reactants [Br:1][C:2]1[C:11]2[C:6](=[CH:7][CH:8]=[C:9]([C:12]([O:14]C)=[O:13])[CH:10]=2)[N:5]=[CH:4][CH:3]=1.[OH-].[Na+].Cl, predict the reaction product. The product is: [Br:1][C:2]1[C:11]2[C:6](=[CH:7][CH:8]=[C:9]([C:12]([OH:14])=[O:13])[CH:10]=2)[N:5]=[CH:4][CH:3]=1. (5) Given the reactants [CH2:1]([O:8][C:9]1[CH:14]=[CH:13][C:12]([NH:15][C:16]2[C:25]3[C:20](=[CH:21][CH:22]=[C:23]([C:26]4[O:30][C:29]([CH:31]=O)=[CH:28][CH:27]=4)[CH:24]=3)[N:19]=[CH:18][N:17]=2)=[CH:11][CH:10]=1)[C:2]1[CH:7]=[CH:6][CH:5]=[CH:4][CH:3]=1.[NH2:33][C:34]1[CH:35]=[N:36][CH:37]=[CH:38][CH:39]=1, predict the reaction product. The product is: [CH2:1]([O:8][C:9]1[CH:10]=[CH:11][C:12]([NH:15][C:16]2[C:25]3[C:20](=[CH:21][CH:22]=[C:23]([C:26]4[O:30][C:29]([CH2:31][NH:33][C:34]5[CH:35]=[N:36][CH:37]=[CH:38][CH:39]=5)=[CH:28][CH:27]=4)[CH:24]=3)[N:19]=[CH:18][N:17]=2)=[CH:13][CH:14]=1)[C:2]1[CH:3]=[CH:4][CH:5]=[CH:6][CH:7]=1.